This data is from Full USPTO retrosynthesis dataset with 1.9M reactions from patents (1976-2016). The task is: Predict the reactants needed to synthesize the given product. Given the product [C:38]([C@@:15]1([OH:25])[C@@H:14]([CH2:26][N:27]2[C:31](=[O:32])[C:30]3=[CH:33][CH:34]=[CH:35][CH:36]=[C:29]3[C:28]2=[O:37])[O:13][C@@H:5]([S:6][C:7]2[CH:8]=[CH:9][CH:10]=[CH:11][CH:12]=2)[C@H:4]([N:1]=[N+:2]=[N-:3])[C@H:16]1[O:17][CH2:18][C:19]1[CH:20]=[CH:21][CH:22]=[CH:23][CH:24]=1)(=[O:40])[CH3:39], predict the reactants needed to synthesize it. The reactants are: [N:1]([C@@H:4]1[C@@H:16]([O:17][CH2:18][C:19]2[CH:24]=[CH:23][CH:22]=[CH:21][CH:20]=2)[C@H:15]([OH:25])[C@@H:14]([CH2:26][N:27]2[C:31](=[O:32])[C:30]3=[CH:33][CH:34]=[CH:35][CH:36]=[C:29]3[C:28]2=[O:37])[O:13][C@H:5]1[S:6][C:7]1[CH:12]=[CH:11][CH:10]=[CH:9][CH:8]=1)=[N+:2]=[N-:3].[C:38](OC(=O)C)(=[O:40])[CH3:39].